From a dataset of Full USPTO retrosynthesis dataset with 1.9M reactions from patents (1976-2016). Predict the reactants needed to synthesize the given product. Given the product [NH2:1][C:4]1[C:9]2[NH:10][C:11]([NH:13][C:24]([C:16]3[N:15]=[CH:14][C:23]4[C:18]([CH:17]=3)=[CH:19][CH:20]=[CH:21][CH:22]=4)=[O:25])=[N:12][C:8]=2[CH:7]=[CH:6][CH:5]=1, predict the reactants needed to synthesize it. The reactants are: [N+:1]([C:4]1[C:9]2[NH:10][C:11]([NH2:13])=[N:12][C:8]=2[CH:7]=[CH:6][CH:5]=1)([O-])=O.[CH:14]1[C:23]2[C:18](=[CH:19][CH:20]=[CH:21][CH:22]=2)[CH:17]=[C:16]([C:24](O)=[O:25])[N:15]=1.CN(C(ON1N=NC2C=CC=CC1=2)=[N+](C)C)C.F[P-](F)(F)(F)(F)F.